The task is: Regression. Given a peptide amino acid sequence and an MHC pseudo amino acid sequence, predict their binding affinity value. This is MHC class I binding data.. This data is from Peptide-MHC class I binding affinity with 185,985 pairs from IEDB/IMGT. (1) The peptide sequence is EYADVFHLY. The MHC is HLA-A24:02 with pseudo-sequence HLA-A24:02. The binding affinity (normalized) is 0.384. (2) The peptide sequence is MLNNSFYYM. The MHC is HLA-B54:01 with pseudo-sequence HLA-B54:01. The binding affinity (normalized) is 0.175. (3) The peptide sequence is GTFGPVHFR. The MHC is HLA-A11:01 with pseudo-sequence HLA-A11:01. The binding affinity (normalized) is 0.943. (4) The peptide sequence is RTLAKEGIK. The MHC is HLA-A03:01 with pseudo-sequence HLA-A03:01. The binding affinity (normalized) is 0.686.